This data is from Reaction yield outcomes from USPTO patents with 853,638 reactions. The task is: Predict the reaction yield, written as a fraction of the theoretical maximum amount of product (1.0 means a 100% yield; for example, 0.34 means a 34% yield). (1) The reactants are [C:1]([C:3]1[CH:8]=[CH:7][C:6]([CH2:9][C@@:10]([NH:36][C:37](=[O:49])[C:38]2[CH:43]=[CH:42][C:41]([F:44])=[C:40]([C:45]([F:48])([F:47])[F:46])[CH:39]=2)([C:25]2[CH:30]=[CH:29][C:28]([F:31])=[C:27]([C:32]([F:35])([F:34])[F:33])[CH:26]=2)[C:11]2[CH:16]=[C:15]([O:17][C:18]([F:23])([F:22])[CH:19]([F:21])[F:20])[CH:14]=[C:13]([F:24])[CH:12]=2)=[CH:5][CH:4]=1)#[N:2].[H-].[H-].[H-].[H-].[Li+].[Al+3]. The catalyst is C1COCC1. The product is [NH2:2][CH2:1][C:3]1[CH:4]=[CH:5][C:6]([CH2:9][C@@:10]([NH:36][C:37](=[O:49])[C:38]2[CH:43]=[CH:42][C:41]([F:44])=[C:40]([C:45]([F:48])([F:47])[F:46])[CH:39]=2)([C:25]2[CH:30]=[CH:29][C:28]([F:31])=[C:27]([C:32]([F:33])([F:34])[F:35])[CH:26]=2)[C:11]2[CH:16]=[C:15]([O:17][C:18]([F:22])([F:23])[CH:19]([F:20])[F:21])[CH:14]=[C:13]([F:24])[CH:12]=2)=[CH:7][CH:8]=1. The yield is 0.360. (2) The reactants are [H-].[Na+].C(O[C:6](=O)[CH:7]([CH3:13])[C:8]([O:10][CH2:11][CH3:12])=[O:9])C.ClC1[N:25]=[C:24]2[C:19]([C:20]([NH:26][C:27]3[CH:32]=[C:31]([CH3:33])[CH:30]=[CH:29][C:28]=3[S:34][C:35]3[CH:40]=[CH:39][C:38]([NH:41][C:42](=[O:44])[CH3:43])=[CH:37][CH:36]=3)=[CH:21][CH:22]=[N:23]2)=[CH:18][CH:17]=1. The catalyst is C1COCC1. The product is [CH2:11]([O:10][C:8](=[O:9])[CH:7]([C:6]1[CH:17]=[CH:18][C:19]2[C:24](=[N:23][CH:22]=[CH:21][C:20]=2[NH:26][C:27]2[CH:32]=[C:31]([CH3:33])[CH:30]=[CH:29][C:28]=2[S:34][C:35]2[CH:40]=[CH:39][C:38]([NH:41][C:42](=[O:44])[CH3:43])=[CH:37][CH:36]=2)[N:25]=1)[CH3:13])[CH3:12]. The yield is 0.620. (3) The product is [C:16]([O:20][C:21]([N:23]1[C:32]2[C:27](=[CH:28][CH:29]=[C:30]([CH2:33][CH2:34][O:35][C:36]3[CH:37]=[C:38]4[C:42](=[CH:43][CH:44]=3)[N:41]([C:6]([C:7]3[CH:12]=[CH:11][CH:10]=[CH:9][C:8]=3[O:13][CH3:14])=[CH:5][C:4]([O:3][CH2:1][CH3:2])=[O:15])[CH:40]=[CH:39]4)[N:31]=2)[CH2:26][CH2:25][CH2:24]1)=[O:22])([CH3:19])([CH3:17])[CH3:18]. The reactants are [CH2:1]([O:3][C:4](=[O:15])[C:5]#[C:6][C:7]1[CH:12]=[CH:11][CH:10]=[CH:9][C:8]=1[O:13][CH3:14])[CH3:2].[C:16]([O:20][C:21]([N:23]1[C:32]2[C:27](=[CH:28][CH:29]=[C:30]([CH2:33][CH2:34][O:35][C:36]3[CH:37]=[C:38]4[C:42](=[CH:43][CH:44]=3)[NH:41][CH:40]=[CH:39]4)[N:31]=2)[CH2:26][CH2:25][CH2:24]1)=[O:22])([CH3:19])([CH3:18])[CH3:17]. The yield is 0.800. No catalyst specified. (4) The reactants are [Cl:1][C:2]1[CH:3]=[C:4]([C@H:8]([O:22][CH2:23][C:24]([O:26]CC)=O)[C@@H:9]2[CH2:14][CH2:13][CH2:12][N:11]([C:15]([O:17][C:18]([CH3:21])([CH3:20])[CH3:19])=[O:16])[CH2:10]2)[CH:5]=[CH:6][CH:7]=1.[NH3:29].CO. No catalyst specified. The product is [NH2:29][C:24](=[O:26])[CH2:23][O:22][C@@H:8]([C:4]1[CH:5]=[CH:6][CH:7]=[C:2]([Cl:1])[CH:3]=1)[C@@H:9]1[CH2:14][CH2:13][CH2:12][N:11]([C:15]([O:17][C:18]([CH3:21])([CH3:20])[CH3:19])=[O:16])[CH2:10]1. The yield is 1.00. (5) The reactants are [Cl-].[C:2]1([C:8]2[C:20]3[C:19]4[CH2:18][CH2:17][NH2+:16][CH2:15][C:14]=4[CH:13]=[N:12][C:11]=3[NH:10][N:9]=2)[CH:7]=[CH:6][CH:5]=[CH:4][CH:3]=1.CCN(C(C)C)C(C)C.[Cl:30][CH:31]([C:35]1[CH:40]=[CH:39][CH:38]=[CH:37][CH:36]=1)[C:32](Cl)=[O:33].CN(C)C=O. The catalyst is ClCCl.O. The product is [Cl:30][CH:31]([C:35]1[CH:40]=[CH:39][CH:38]=[CH:37][CH:36]=1)[C:32]([N:16]1[CH2:15][C:14]2[CH:13]=[N:12][C:11]3[NH:10][N:9]=[C:8]([C:2]4[CH:3]=[CH:4][CH:5]=[CH:6][CH:7]=4)[C:20]=3[C:19]=2[CH2:18][CH2:17]1)=[O:33]. The yield is 0.520. (6) The reactants are [OH:1][CH:2]([C:6]1[CH:15]=[CH:14][C:13]2[C:8](=[CH:9][CH:10]=[CH:11][CH:12]=2)[CH:7]=1)[C:3]([OH:5])=[O:4].S(=O)(=O)(O)O.[C:21]([O-])(O)=O.[Na+]. The catalyst is CO. The product is [OH:1][CH:2]([C:6]1[CH:15]=[CH:14][C:13]2[C:8](=[CH:9][CH:10]=[CH:11][CH:12]=2)[CH:7]=1)[C:3]([O:5][CH3:21])=[O:4]. The yield is 0.780. (7) The reactants are [C:1]([CH2:3][C:4](=S)[NH2:5])#[N:2].BrCC.[O-]CC.[Na+].[NH2:14][C:15]1[CH:23]=[C:22]([Cl:24])[CH:21]=[CH:20][C:16]=1[C:17]([OH:19])=O. No catalyst specified. The product is [Cl:24][C:22]1[CH:23]=[C:15]2[C:16]([C:17](=[O:19])[N:5]=[C:4]([CH2:3][C:1]#[N:2])[NH:14]2)=[CH:20][CH:21]=1. The yield is 0.180.